Dataset: Reaction yield outcomes from USPTO patents with 853,638 reactions. Task: Predict the reaction yield, written as a fraction of the theoretical maximum amount of product (1.0 means a 100% yield; for example, 0.34 means a 34% yield). The reactants are [CH3:1][C:2]1[CH:9]=[C:8]([OH:10])[C:7]([CH3:11])=[CH:6][C:3]=1[CH:4]=[O:5].N1C=CN=C1.Cl[Si:18]([CH:25]([CH3:27])[CH3:26])([CH:22]([CH3:24])[CH3:23])[CH:19]([CH3:21])[CH3:20]. The catalyst is CN(C=O)C. The product is [CH3:1][C:2]1[CH:9]=[C:8]([O:10][Si:18]([CH:25]([CH3:27])[CH3:26])([CH:22]([CH3:24])[CH3:23])[CH:19]([CH3:21])[CH3:20])[C:7]([CH3:11])=[CH:6][C:3]=1[CH:4]=[O:5]. The yield is 0.800.